From a dataset of Reaction yield outcomes from USPTO patents with 853,638 reactions. Predict the reaction yield, written as a fraction of the theoretical maximum amount of product (1.0 means a 100% yield; for example, 0.34 means a 34% yield). (1) The reactants are C(OC([N:8]1[C:12]([CH3:13])=[CH:11][C:10]([NH:14][C:15]2[N:16]=[C:17](Cl)[C:18]([C:21]([O:23][CH3:24])=[O:22])=[N:19][CH:20]=2)=[N:9]1)=O)(C)(C)C.[Cl:26][C:27]1[C:28](C(OC)=O)=NC=C(Cl)N=1.C1(P(C2C=CC=CC=2)C2C3OC4C(=CC=CC=4P(C4C=CC=CC=4)C4C=CC=CC=4)C(C)(C)C=3C=CC=2)C=CC=CC=1.C(=O)([O-])[O-].[K+].[K+].N[C:87]1[CH:91]=[C:90]([CH3:92])[N:89](C(OC(C)(C)C)=O)N=1. The catalyst is O1CCOCC1.C([O-])(=O)C.[Pd+2].C([O-])(=O)C. The product is [Cl:26][C:27]1[CH:87]=[CH:91][C:90]([NH:92][C:17]2[C:18]([C:21]([O:23][CH3:24])=[O:22])=[N:19][CH:20]=[C:15]([NH:14][C:10]3[CH:11]=[C:12]([CH3:13])[NH:8][N:9]=3)[N:16]=2)=[CH:89][CH:28]=1. The yield is 0.840. (2) The product is [C:37]([N:29]1[C:30]2[C:35](=[CH:34][C:33]([C:9]3[CH:10]=[C:11]([CH:16]=[CH:17][CH:18]=3)[C:12]([O:14][CH3:15])=[O:13])=[CH:32][CH:31]=2)[C@H:26]([NH:25][C:24]([O:23][CH:21]([CH3:22])[CH3:20])=[O:41])[CH2:27][C@@H:28]1[CH3:40])(=[O:39])[CH3:38]. The catalyst is C1C=CC(P(C2C=CC=CC=2)[C-]2C=CC=C2)=CC=1.C1C=CC(P(C2C=CC=CC=2)[C-]2C=CC=C2)=CC=1.Cl[Pd]Cl.[Fe+2].C(Cl)Cl.O1CCOCC1. The yield is 0.550. The reactants are CC1(C)C(C)(C)OB([C:9]2[CH:10]=[C:11]([CH:16]=[CH:17][CH:18]=2)[C:12]([O:14][CH3:15])=[O:13])O1.[CH3:20][CH:21]([O:23][C:24](=[O:41])[NH:25][C@H:26]1[C:35]2[C:30](=[CH:31][CH:32]=[C:33](Br)[CH:34]=2)[N:29]([C:37](=[O:39])[CH3:38])[C@@H:28]([CH3:40])[CH2:27]1)[CH3:22].C([O-])(O)=O.[Na+]. (3) The reactants are C(N1C=CN=C1)(N1C=CN=C1)=O.[C:13]([O:17][C:18]([NH:20][CH2:21][CH2:22][CH2:23][CH2:24][CH2:25][CH2:26][CH2:27][CH2:28][CH2:29][CH2:30][C:31]([OH:33])=O)=[O:19])([CH3:16])([CH3:15])[CH3:14].[CH3:34][N:35]([CH3:40])[CH2:36][CH2:37][CH2:38][NH2:39]. The catalyst is O1CCCC1.ClCCl. The product is [C:13]([O:17][C:18](=[O:19])[NH:20][CH2:21][CH2:22][CH2:23][CH2:24][CH2:25][CH2:26][CH2:27][CH2:28][CH2:29][CH2:30][C:31](=[O:33])[NH:39][CH2:38][CH2:37][CH2:36][N:35]([CH3:40])[CH3:34])([CH3:14])([CH3:15])[CH3:16]. The yield is 0.610. (4) The reactants are [CH2:1]([Zn])[C:2]([CH3:5])([CH3:4])[CH3:3].C1COCC1.I[C:13]1[CH:14]=[C:15]2[C:20](=[CH:21][CH:22]=1)[O:19][CH2:18][CH2:17][C@@H:16]2[NH:23]C(=O)OC(C)(C)C. The catalyst is C1C=CC(P(C2C=CC=CC=2)[C-]2C=CC=C2)=CC=1.C1C=CC(P(C2C=CC=CC=2)[C-]2C=CC=C2)=CC=1.Cl[Pd]Cl.[Fe+2]. The product is [CH2:1]([C:13]1[CH:14]=[C:15]2[C:20](=[CH:21][CH:22]=1)[O:19][CH2:18][CH2:17][C@@H:16]2[NH2:23])[C:2]([CH3:5])([CH3:4])[CH3:3]. The yield is 0.570. (5) The reactants are C([O:3][CH:4](OCC)[C:5]1[N:9]=[C:8]([CH3:10])[N:7]([CH2:11][CH3:12])[N:6]=1)C.Cl. The catalyst is O. The product is [CH2:11]([N:7]1[C:8]([CH3:10])=[N:9][C:5]([CH:4]=[O:3])=[N:6]1)[CH3:12]. The yield is 0.260. (6) The reactants are [Br:1][C:2]1[C:10]2[C:5](=[C:6]([O:18][C:19]3[CH:24]=[CH:23][C:22]([S:25]([CH3:28])(=[O:27])=[O:26])=[CH:21][CH:20]=3)[CH:7]=[C:8]([C:11]3[C:16]([Cl:17])=[CH:15][CH:14]=[CH:13][N:12]=3)[CH:9]=2)[NH:4][N:3]=1.[C:29](O[C:29]([O:31][C:32]([CH3:35])([CH3:34])[CH3:33])=[O:30])([O:31][C:32]([CH3:35])([CH3:34])[CH3:33])=[O:30]. The catalyst is CN(C)C1C=CN=CC=1.C(#N)C. The product is [Br:1][C:2]1[C:10]2[C:5](=[C:6]([O:18][C:19]3[CH:20]=[CH:21][C:22]([S:25]([CH3:28])(=[O:27])=[O:26])=[CH:23][CH:24]=3)[CH:7]=[C:8]([C:11]3[C:16]([Cl:17])=[CH:15][CH:14]=[CH:13][N:12]=3)[CH:9]=2)[N:4]([C:29]([O:31][C:32]([CH3:35])([CH3:34])[CH3:33])=[O:30])[N:3]=1. The yield is 0.950. (7) The reactants are [F:1][C:2]1[CH:3]=[CH:4][C:5]([O:15][CH2:16][C:17]2[CH:22]=[CH:21][C:20]([F:23])=[CH:19][CH:18]=2)=[C:6]([C:8](=O)[CH2:9][CH2:10][C:11](=O)[CH3:12])[CH:7]=1.[NH2:24][C:25]1[CH:26]=[CH:27][C:28]([CH3:34])=[C:29]([CH:33]=1)[C:30]([OH:32])=[O:31].CC1C=CC(S(O)(=O)=O)=CC=1.Cl. The catalyst is CC#N.C(Cl)Cl. The product is [F:1][C:2]1[CH:3]=[CH:4][C:5]([O:15][CH2:16][C:17]2[CH:22]=[CH:21][C:20]([F:23])=[CH:19][CH:18]=2)=[C:6]([C:8]2[N:24]([C:25]3[CH:33]=[C:29]([C:28]([CH3:34])=[CH:27][CH:26]=3)[C:30]([OH:32])=[O:31])[C:11]([CH3:12])=[CH:10][CH:9]=2)[CH:7]=1. The yield is 0.690. (8) The reactants are FC(F)(F)C(O)=O.[NH2:8][C@@H:9]([CH2:14][C:15]1[CH:20]=[CH:19][C:18]([CH:21]2[S:25](=[O:27])(=[O:26])[NH:24][C:23](=[O:28])[CH2:22]2)=[C:17]([F:29])[CH:16]=1)[C:10]([O:12]C)=[O:11].[C:30]([O:34][C:35](O[C:35]([O:34][C:30]([CH3:33])([CH3:32])[CH3:31])=[O:36])=[O:36])([CH3:33])([CH3:32])[CH3:31].C(N(CC)CC)C. The catalyst is C(Cl)Cl. The product is [C:30]([O:34][C:35]([NH:8][C@@H:9]([CH2:14][C:15]1[CH:20]=[CH:19][C:18]([CH:21]2[S:25](=[O:27])(=[O:26])[NH:24][C:23](=[O:28])[CH2:22]2)=[C:17]([F:29])[CH:16]=1)[C:10]([OH:12])=[O:11])=[O:36])([CH3:33])([CH3:32])[CH3:31]. The yield is 0.970. (9) The catalyst is C(Cl)Cl.O=[Mn]=O. The product is [CH3:1][C@@H:2]1[CH2:3][CH2:4][C@H:5]([NH:8][C:9]2[CH:10]=[C:11]3[C:16](=[CH:17][CH:18]=2)[CH:15]=[C:14]([CH:19]=[O:20])[CH:13]=[CH:12]3)[CH2:6][CH2:7]1. The reactants are [CH3:1][C@@H:2]1[CH2:7][CH2:6][C@H:5]([NH:8][C:9]2[CH:10]=[C:11]3[C:16](=[CH:17][CH:18]=2)[CH:15]=[C:14]([CH2:19][OH:20])[CH:13]=[CH:12]3)[CH2:4][CH2:3]1. The yield is 0.600.